This data is from Catalyst prediction with 721,799 reactions and 888 catalyst types from USPTO. The task is: Predict which catalyst facilitates the given reaction. (1) Reactant: [H-].[Na+].C(OP([CH2:11][C:12]([O:14][CH2:15][CH3:16])=[O:13])(OCC)=O)C.[CH3:17][C:18]1[S:19][C:20]2[C:26]([CH:27]=O)=[CH:25][CH:24]=[CH:23][C:21]=2[N:22]=1.O. Product: [CH3:17][C:18]1[S:19][C:20]2[C:26](/[CH:27]=[CH:11]/[C:12]([O:14][CH2:15][CH3:16])=[O:13])=[CH:25][CH:24]=[CH:23][C:21]=2[N:22]=1. The catalyst class is: 7. (2) Product: [C:1]([O:10][CH2:11][CH2:12][CH2:13][CH2:14][CH2:15][CH2:16][CH2:17][CH2:18][CH2:19][CH2:20][O:21][S:30]([CH3:29])(=[O:32])=[O:31])(=[O:9])[CH2:2][CH2:3][CH2:4][CH2:5][CH2:6][CH2:7][CH3:8]. The catalyst class is: 2. Reactant: [C:1]([O:10][CH2:11][CH2:12][CH2:13][CH2:14][CH2:15][CH2:16][CH2:17][CH2:18][CH2:19][CH2:20][OH:21])(=[O:9])[CH2:2][CH2:3][CH2:4][CH2:5][CH2:6][CH2:7][CH3:8].C(N(CC)CC)C.[CH3:29][S:30](Cl)(=[O:32])=[O:31]. (3) Reactant: [Cl:1][C:2]1[CH:3]=[C:4]([CH3:14])[C:5]2[NH:10]C(=O)O[C:7](=[O:12])[C:6]=2[CH:13]=1.S([O-])([O-])(=O)=O.[CH3:20][S:21](=[NH2+:28])[CH2:22][CH2:23][Si:24]([CH3:27])([CH3:26])[CH3:25].[CH3:20][S:21](=[NH2+:28])[CH2:22][CH2:23][Si:24]([CH3:27])([CH3:26])[CH3:25].C(N(CC)CC)C. Product: [NH2:10][C:5]1[C:4]([CH3:14])=[CH:3][C:2]([Cl:1])=[CH:13][C:6]=1[C:7]([N:28]=[S:21]([CH3:20])[CH2:22][CH2:23][Si:24]([CH3:27])([CH3:26])[CH3:25])=[O:12]. The catalyst class is: 16. (4) Reactant: [Cl:1][C:2]1[N:7]=[CH:6][C:5]2[C:8](I)=[CH:9][N:10]([CH:11]([CH2:13]C)[CH3:12])[C:4]=2[CH:3]=1.[NH:16]1[CH2:20][CH2:19][CH2:18][C:17]1=[O:21].CN[C@@H]1CCCC[C@H]1NC.[O-:32]P(OP(OP([O-])([O-])=O)([O-])=O)(=O)[O-].[K+].[K+].[K+].[K+].[K+]. Product: [Cl:1][C:2]1[N:7]=[CH:6][C:5]2[C:8]([N:16]3[CH2:20][CH2:19][CH:18]([OH:32])[C:17]3=[O:21])=[CH:9][N:10]([CH:11]([CH3:12])[CH3:13])[C:4]=2[CH:3]=1. The catalyst class is: 321. (5) Reactant: [F:1][C:2]([F:9])([F:8])[C:3]([O:5]CC)=O.[H-].[Na+].[Cl:12][C:13]1[CH:18]=[CH:17][CH:16]=[C:15]([C:19](=[O:21])[CH3:20])[N:14]=1.C1OCCOC2C(=CC=CC=2)OCCOCCOC2C(=CC=CC=2)OC1.Cl. Product: [Cl:12][C:13]1[CH:18]=[CH:17][CH:16]=[C:15]([C:19](=[O:21])[CH2:20][C:3]([C:2]([F:1])([F:8])[F:9])=[O:5])[N:14]=1. The catalyst class is: 219. (6) Reactant: [CH2:1]([O:3][C:4]([N:6]1[CH:11]2[CH2:12][CH2:13][CH:7]1[CH2:8][C:9](=[C:14](Br)[C:15]1[CH:20]=[CH:19][C:18]([C:21](=[O:25])[NH:22][CH2:23][CH3:24])=[CH:17][CH:16]=1)[CH2:10]2)=[O:5])[CH3:2].[N:27]1[CH:32]=[CH:31][CH:30]=[C:29](B(O)O)[CH:28]=1.C([O-])(O)=O.[Na+]. Product: [CH2:1]([O:3][C:4]([N:6]1[CH:11]2[CH2:12][CH2:13][CH:7]1[CH2:8][C:9](=[C:14]([C:15]1[CH:20]=[CH:19][C:18]([C:21](=[O:25])[NH:22][CH2:23][CH3:24])=[CH:17][CH:16]=1)[C:29]1[CH:28]=[N:27][CH:32]=[CH:31][CH:30]=1)[CH2:10]2)=[O:5])[CH3:2]. The catalyst class is: 57.